This data is from Retrosynthesis with 50K atom-mapped reactions and 10 reaction types from USPTO. The task is: Predict the reactants needed to synthesize the given product. (1) The reactants are: NC(=O)c1cnc2[nH]ccc2c1NC1CCCNC1.O=C=NCc1ccccc1. Given the product NC(=O)c1cnc2[nH]ccc2c1NC1CCCN(C(=O)NCc2ccccc2)C1, predict the reactants needed to synthesize it. (2) Given the product COC(=O)c1ccc(/C=C(\C)C(F)(F)F)cc1, predict the reactants needed to synthesize it. The reactants are: C=C(C)C(F)(F)F.COC(=O)c1ccc(I)cc1.